The task is: Predict the reactants needed to synthesize the given product.. This data is from Full USPTO retrosynthesis dataset with 1.9M reactions from patents (1976-2016). (1) Given the product [CH3:1][C:2]1[C:6]([CH2:7][N:8]2[CH:12]=[C:11]([N:13]3[C:17](=[O:18])[C:16]([CH3:19])([CH3:20])[N:15]([CH2:24][C:25]4[CH:30]=[CH:29][CH:28]=[C:27]([CH2:31][OH:32])[CH:26]=4)[C:14]3=[O:21])[CH:10]=[N:9]2)=[C:5]([CH3:22])[O:4][N:3]=1, predict the reactants needed to synthesize it. The reactants are: [CH3:1][C:2]1[C:6]([CH2:7][N:8]2[CH:12]=[C:11]([N:13]3[C:17](=[O:18])[C:16]([CH3:20])([CH3:19])[NH:15][C:14]3=[O:21])[CH:10]=[N:9]2)=[C:5]([CH3:22])[O:4][N:3]=1.Br[CH2:24][C:25]1[CH:26]=[C:27]([CH2:31][OH:32])[CH:28]=[CH:29][CH:30]=1. (2) Given the product [Na+:1].[C:5]([CH2:4][CH2:13][CH2:12][CH2:11][CH2:10][N+:23]1[C:32]2[C:27](=[CH:28][CH:29]=[CH:30][CH:31]=2)[C:26]([C:33]2[O:22][C:5]3[C:6]([S:18]([O-:21])(=[O:20])=[O:19])=[CH:7][C:8]4[C:13](=[CH:12][CH:11]=[C:10]([S:14]([O-:17])(=[O:16])=[O:15])[CH:9]=4)[C:4]=3[N:3]=2)=[CH:25][CH:24]=1)([OH:22])=[O:44], predict the reactants needed to synthesize it. The reactants are: [Na+:1].[Na+].[NH2:3][C:4]1[C:13]2[C:8](=[CH:9][C:10]([S:14]([O-:17])(=[O:16])=[O:15])=[CH:11][CH:12]=2)[CH:7]=[C:6]([S:18]([O-:21])(=[O:20])=[O:19])[C:5]=1[OH:22].[N:23]1[C:32]2[C:27](=[CH:28][CH:29]=[CH:30][CH:31]=2)[C:26]([C:33](O)=O)=[CH:25][CH:24]=1.C[Si](OP(=O)=O)(C)C.[OH-:44].[Na+].